Task: Predict the product of the given reaction.. Dataset: Forward reaction prediction with 1.9M reactions from USPTO patents (1976-2016) (1) Given the reactants [CH2:1](Br)[CH:2]=[CH2:3].[CH3:5][O:6][C:7]1[CH:44]=[CH:43][C:10]([C:11]([O:26][CH2:27][C@@:28]23[CH2:41][O:40][C@@H:30]([C@H:31]([C:33]4[CH:38]=[CH:37][CH:36]=[CH:35][C:34]=4[OH:39])[O:32]2)[C@@H:29]3[OH:42])([C:20]2[CH:25]=[CH:24][CH:23]=[CH:22][CH:21]=2)[C:12]2[CH:17]=[CH:16][C:15]([O:18][CH3:19])=[CH:14][CH:13]=2)=[CH:9][CH:8]=1.C(=O)([O-])[O-].[K+].[K+], predict the reaction product. The product is: [CH2:1]([O:39][C:34]1[CH:35]=[CH:36][CH:37]=[CH:38][C:33]=1[C@@H:31]1[O:32][C@:28]2([CH2:27][O:26][C:11]([C:20]3[CH:25]=[CH:24][CH:23]=[CH:22][CH:21]=3)([C:10]3[CH:9]=[CH:8][C:7]([O:6][CH3:5])=[CH:44][CH:43]=3)[C:12]3[CH:17]=[CH:16][C:15]([O:18][CH3:19])=[CH:14][CH:13]=3)[C@@H:29]([OH:42])[C@H:30]1[O:40][CH2:41]2)[CH:2]=[CH2:3]. (2) Given the reactants [Br:1][C:2]1[CH:7]=[CH:6][N:5]=[C:4]([NH2:8])[CH:3]=1.C[Si]([N-][Si](C)(C)C)(C)C.[Na+].[C:19]([O:23][C:24](O[C:24]([O:23][C:19]([CH3:22])([CH3:21])[CH3:20])=[O:25])=[O:25])([CH3:22])([CH3:21])[CH3:20], predict the reaction product. The product is: [Br:1][C:2]1[CH:7]=[CH:6][N:5]=[C:4]([NH:8][C:24](=[O:25])[O:23][C:19]([CH3:22])([CH3:21])[CH3:20])[CH:3]=1. (3) Given the reactants C(O)CCCC/C=C\C/C=C\C/C=C\CCCCC.[CH2:20]([Br:38])[CH2:21][CH2:22][CH2:23][CH2:24][CH2:25][CH2:26][CH2:27][CH2:28][CH2:29][CH2:30][CH2:31][CH2:32][CH2:33][CH2:34][CH2:35][CH2:36][CH3:37], predict the reaction product. The product is: [Br:38][CH2:20][CH2:21][CH2:22][CH2:23][CH2:24]/[CH:25]=[CH:26]\[CH2:27]/[CH:28]=[CH:29]\[CH2:30]/[CH:31]=[CH:32]\[CH2:33][CH2:34][CH2:35][CH2:36][CH3:37]. (4) Given the reactants [F:1][C:2]([F:6])([F:5])[CH2:3][OH:4].[C:7](N=P1(N(CC)CC)N(C)CCCN1C)(C)(C)C.[Cl:25][C:26]1[CH:31]=[CH:30][CH:29]=[CH:28][C:27]=1[C:32]1[C:33]([C:47]2[CH:52]=[CH:51][C:50]([Cl:53])=[CH:49][CH:48]=2)=[CH:34][C:35]2[N:36]([C:38](OCC(F)(F)F)=[N:39][N:40]=2)N=1, predict the reaction product. The product is: [Cl:25][C:26]1[CH:31]=[CH:30][CH:29]=[CH:28][C:27]=1[C:32]1[C:33]([C:47]2[CH:52]=[CH:51][C:50]([Cl:53])=[CH:49][CH:48]=2)=[CH:34][C:35]2[N:36]([C:38]([O:4][CH2:3][C:2]([F:6])([F:5])[F:1])=[N:39][N:40]=2)[CH:7]=1. (5) Given the reactants [CH3:1][O:2][C:3]1[CH:11]=[C:10]2[C:6]([CH2:7][CH2:8][C:9]2=[O:12])=[CH:5][CH:4]=1.[BH4-].[Na+].[CH3:15]O, predict the reaction product. The product is: [CH3:15][C:9]1([OH:12])[C:10]2[C:6](=[CH:5][CH:4]=[C:3]([O:2][CH3:1])[CH:11]=2)[CH2:7][CH2:8]1. (6) Given the reactants [NH2:1][C:2]1[CH:16]=[CH:15][C:5]([C:6]([N:8]([CH2:10][CH2:11][O:12][CH2:13][CH3:14])[CH3:9])=[O:7])=[CH:4][C:3]=1[N:17]1[CH:21]=[CH:20][N:19]=[C:18]1[CH:22]1[CH2:27][CH2:26][CH2:25][CH2:24][CH2:23]1.[C:28](N1C=CN=C1)(N1C=CN=C1)=[O:29], predict the reaction product. The product is: [CH:22]1([C:18]2[N:17]3[C:3]4[C:2]([NH:1][C:28](=[O:29])[C:21]3=[CH:20][N:19]=2)=[CH:16][CH:15]=[C:5]([C:6]([N:8]([CH2:10][CH2:11][O:12][CH2:13][CH3:14])[CH3:9])=[O:7])[CH:4]=4)[CH2:27][CH2:26][CH2:25][CH2:24][CH2:23]1. (7) Given the reactants [C:1]([N:4]1[C:13]2[C:8](=[CH:9][C:10]([C:14](O)=[O:15])=[CH:11][CH:12]=2)[CH:7]([NH:17][C:18]2[CH:23]=[CH:22][C:21]([N:24]3[CH2:29][CH2:28][O:27][CH2:26][CH2:25]3)=[CH:20][CH:19]=2)[CH2:6][C@@H:5]1[CH3:30])(=[O:3])[CH3:2].[NH2:31][CH2:32][CH2:33][O:34][CH2:35][CH2:36][O:37][CH2:38][CH2:39][O:40][CH2:41][CH2:42][C:43]([O:45][C:46]([CH3:49])([CH3:48])[CH3:47])=[O:44], predict the reaction product. The product is: [C:1]([N:4]1[C:13]2[C:8](=[CH:9][C:10]([C:14]([NH:31][CH2:32][CH2:33][O:34][CH2:35][CH2:36][O:37][CH2:38][CH2:39][O:40][CH2:41][CH2:42][C:43]([O:45][C:46]([CH3:49])([CH3:48])[CH3:47])=[O:44])=[O:15])=[CH:11][CH:12]=2)[C@H:7]([NH:17][C:18]2[CH:23]=[CH:22][C:21]([N:24]3[CH2:25][CH2:26][O:27][CH2:28][CH2:29]3)=[CH:20][CH:19]=2)[CH2:6][C@@H:5]1[CH3:30])(=[O:3])[CH3:2].